This data is from Peptide-MHC class I binding affinity with 185,985 pairs from IEDB/IMGT. The task is: Regression. Given a peptide amino acid sequence and an MHC pseudo amino acid sequence, predict their binding affinity value. This is MHC class I binding data. (1) The peptide sequence is KLLWFLTGT. The MHC is HLA-B54:01 with pseudo-sequence HLA-B54:01. The binding affinity (normalized) is 0.137. (2) The peptide sequence is YLLPAIVHI. The MHC is HLA-A02:01 with pseudo-sequence HLA-A02:01. The binding affinity (normalized) is 0.424. (3) The peptide sequence is GYSFSIPGY. The MHC is HLA-B40:01 with pseudo-sequence HLA-B40:01. The binding affinity (normalized) is 0.0847. (4) The peptide sequence is YVIKVSARV. The MHC is HLA-A02:02 with pseudo-sequence HLA-A02:02. The binding affinity (normalized) is 0.507. (5) The peptide sequence is KIRLRPGGK. The MHC is HLA-A32:01 with pseudo-sequence HLA-A32:01. The binding affinity (normalized) is 0. (6) The peptide sequence is DIIDFLEGA. The MHC is HLA-A02:01 with pseudo-sequence HLA-A02:01. The binding affinity (normalized) is 0.436. (7) The peptide sequence is YYRYPTGESY. The MHC is HLA-C14:02 with pseudo-sequence HLA-C14:02. The binding affinity (normalized) is 1.00.